The task is: Binary Classification. Given a drug SMILES string, predict its activity (active/inactive) in a high-throughput screening assay against a specified biological target.. This data is from HIV replication inhibition screening data with 41,000+ compounds from the AIDS Antiviral Screen. (1) The drug is CC1(C)CC(=O)CC(=Nc2ccc([N+](=O)[O-])cc2)C1. The result is 0 (inactive). (2) The drug is CC1(C)Oc2cc3oc(C(=O)O)cc(=O)c3cc2-c2ccc(O)cc21. The result is 0 (inactive). (3) The compound is CCOP(=O)(OCC)C(C)(CC)NC1=NC(C(F)(F)F)(C(F)(F)F)NC(=O)N1. The result is 0 (inactive).